Dataset: Experimentally validated miRNA-target interactions with 360,000+ pairs, plus equal number of negative samples. Task: Binary Classification. Given a miRNA mature sequence and a target amino acid sequence, predict their likelihood of interaction. (1) The miRNA is hsa-miR-4455 with sequence AGGGUGUGUGUGUUUUU. The protein sequence of the target gene is MAGMVDFQDEEQVKSFLENMEVECNYHCYHEKDPDGCYRLVDYLEGIRKNFDEAAKVLKFNCEENQHSDSCYKLGAYYVTGKGGLTQDLKAAARCFLMACEKPGKKSIAACHNVGLLAHDGQVNEDGQPDLGKARDYYTRACDGGYTSSCFNLSAMFLQGAPGFPKDMDLACKYSMKACDLGHIWACANASRMYKLGDGVDKDEAKAEVLKNRAQQLHKEQQKGVQPLTFG. Result: 1 (interaction). (2) The miRNA is hsa-miR-1255b-2-3p with sequence AACCACUUUCUUUGCUCAUCCA. The protein sequence of the target gene is MANAGLQLLGFILASLGWIGSIVSTALPQWKIYSYAGDNIVTAQAIYEGLWMSCVSQSTGQIQCKVFDSLLNLNSTLQATRALMVIGILLGLIAIFVSTIGMKCMRCLEDDEVQKMWMAVIGGIIFLISGLATLVATAWYGNRIVQEFYDPLTPINARYEFGQALFTGWAAASLCLLGGVLLSCSCPRKTTSYPTPRPYPKPTPSSGKDYV. Result: 0 (no interaction). (3) The miRNA is mmu-miR-1895 with sequence CCCCCGAGGAGGACGAGGAGGA. The protein sequence of the target gene is MSHRTSSTFRAERSFHSSSSSSSSSTSSSASRALPAQDPPMEKALSMFSDDFGSFMRPHSEPLAFPARPGGAGNIKTLGDAYEFAVDVRDFSPEDIIVTTSNNHIEVRAEKLAADGTVMNTFAHKCQLPEDVDPTSVTSALREDGSLTIRARRHPHTEHVQQTFRTEIKI. Result: 0 (no interaction). (4) The miRNA is hsa-miR-6781-5p with sequence CGGGCCGGAGGUCAAGGGCGU. The protein sequence of the target gene is MSKRRKLPARQPACLETFSPDVLNDVSELFAKSFSYRKPLDNEWQLPAPTESFSCGHLEFRALLDLKNSLNEVKNLLSDKKLDEWHRHTAFTNKAGKIISHVKKAVNAELCTQAWCKFQEILCSFPLIPQEAFQSGRLNSLHLCEAPGAFIASLNHYLKSHRFPCEWSWVANSLNPYHEANDNLRMITDDRLMANTLHCWYFGPDNTGDIMTLKYLTGLQDFLSGMSPIHLVTADGSFDCQGNPGEQEALVSSLHYCEAVTALITLGDGGSFVLKMFTLFEHCSVNLMYLLNCSFDQVHV.... Result: 0 (no interaction). (5) The miRNA is hsa-miR-92b-3p with sequence UAUUGCACUCGUCCCGGCCUCC. The protein sequence of the target gene is MEPEFLYDLLQLPKGVEPPAEEELSKGGKKKYLPPTSRKDPKFEELQKVLMEWINATLLPEHIVVRSLEEDMFDGLILHHLFQRLAALKLEAEDIALTATSQKHKLTVVLEAVNRSLQLEEWQAKWSVESIFNKDLLSTLHLLVALAKRFQPDLSLPTNVQVEVITIESTKSGLKSEKLVEQLTEYSTDKDEPPKDVFDELFKLAPEKVNAVKEAIVNFVNQKLDRLGLSVQNLDTQFADGVILLLLIGQLEGFFLHLKEFYLTPNSPAEMLHNVTLALELLKDEGLLSCPVSPEDIVNK.... Result: 1 (interaction). (6) The miRNA is mmu-miR-692 with sequence AUCUCUUUGAGCGCCUCACUC. The protein sequence of the target gene is MERTLVCLVVIFLGTVAHKSSPQGPDRLLIRLRHLIDIVEQLKIYENDLDPELLSAPQDVKGHCEHAAFACFQKAKLKPSNPGNNKTFIIDLVAQLRRRLPARRGGKKQKHIAKCPSCDSYEKRTPKEFLERLKWLLQKMIHQHLS. Result: 1 (interaction). (7) The miRNA is mmu-miR-467f with sequence AUAUACACACACACACCUACA. The protein sequence of the target gene is MGHLLSKEPRNRPSQKRPRCCSWCRRRRPLLRLPRRALAKASPQPAAPRSRDCFFRGPCMLCFIVHSPGAPASAGLEEEPPLSPPPPPPRDGAYAAVSSQHLARRYAALAAEDCAAAARRFLLSSAAAAAAAASSPASCCKELGLAAAAAWEQQGRSLFLAGVGPVRFLGPLAAVQLFRAPPAPPPQAEPATALEMVCKRKGAGVPACTPCKQPRCGCGGCGGGGGGGGGPAGGGASPPRPPDAGCCQAPEQPPPPLCPAPASPASECAPIVAAAGDTVRAGGTAPSSAQQQPESGDADC.... Result: 1 (interaction).